Dataset: Catalyst prediction with 721,799 reactions and 888 catalyst types from USPTO. Task: Predict which catalyst facilitates the given reaction. (1) Reactant: C[C:2]1[N:3]=[C:4]2[S:22][CH:21]=[CH:20][N:5]2[C:6](=[O:19])[C:7]=1[C:8]1[CH:13]=[CH:12][C:11]([O:14][C:15]([F:18])([F:17])[F:16])=[CH:10][CH:9]=1.[CH:23]1([O:28][C:29]2[C:36]([O:37][CH3:38])=[CH:35][CH:34]=[CH:33][C:30]=2[CH:31]=O)[CH2:27][CH2:26][CH2:25][CH2:24]1.[O-][CH2:40]C.[Na+]. Product: [CH:23]1([O:28][C:29]2[C:36]([O:37][CH3:38])=[CH:35][CH:34]=[CH:33][C:30]=2/[CH:31]=[CH:40]/[C:21]2[S:22][C:4]3=[N:3][CH:2]=[C:7]([C:8]4[CH:9]=[CH:10][C:11]([O:14][C:15]([F:16])([F:17])[F:18])=[CH:12][CH:13]=4)[C:6](=[O:19])[N:5]3[CH:20]=2)[CH2:27][CH2:26][CH2:25][CH2:24]1. The catalyst class is: 8. (2) Reactant: C[CH:2]([C:6](Cl)=[O:7])[C:3](Cl)=[O:4].[C:9]1([CH:15]2[NH:20][CH2:19][CH2:18][N:17]3[CH:21]=[CH:22][CH:23]=[C:16]23)[CH:14]=[CH:13][CH:12]=[CH:11][CH:10]=1.CCN(CC)CC.C(Cl)(Cl)Cl.[C:35](OCC)(=[O:37])C. Product: [CH3:35][O:37][C:6](=[O:7])[CH2:2][C:3](=[O:4])[N:20]1[CH2:19][CH2:18][N:17]2[CH:21]=[CH:22][CH:23]=[C:16]2[CH:15]1[C:9]1[CH:10]=[CH:11][CH:12]=[CH:13][CH:14]=1. The catalyst class is: 2. (3) Reactant: CO.[C:3](Cl)(=O)C.[NH2:7][C:8]1[CH:9]=[C:10]([CH:14]=[CH:15][C:16]=1[OH:17])[C:11]([OH:13])=[O:12].C(=O)([O-])O.[Na+]. Product: [NH2:7][C:8]1[CH:9]=[C:10]([CH:14]=[CH:15][C:16]=1[OH:17])[C:11]([O:13][CH3:3])=[O:12]. The catalyst class is: 6. (4) Reactant: [C:1]([C:3]1[CH:8]([C:9]2[CH:10]=[C:11]3[C:15](=[CH:16][CH:17]=2)[N:14](C(OC(C)(C)C)=O)[N:13]=[C:12]3[NH:25][S:26]([CH2:29][CH2:30][C:31]([O:33][CH2:34][CH3:35])=[O:32])(=[O:28])=[O:27])[C:7]([C:36]#[N:37])=[C:6]([CH3:38])[NH:5][C:4]=1[CH3:39])#[N:2].FC(F)(F)C(O)=O. Product: [C:1]([C:3]1[CH:8]([C:9]2[CH:10]=[C:11]3[C:15](=[CH:16][CH:17]=2)[NH:14][N:13]=[C:12]3[NH:25][S:26]([CH2:29][CH2:30][C:31]([O:33][CH2:34][CH3:35])=[O:32])(=[O:28])=[O:27])[C:7]([C:36]#[N:37])=[C:6]([CH3:38])[NH:5][C:4]=1[CH3:39])#[N:2]. The catalyst class is: 4. (5) Reactant: [OH-].[Na+].[CH3:3][C:4]1[CH:8]=[C:7]([C:9]2[S:10][CH:11]=[C:12]([C:14]([O-:16])=[O:15])[N:13]=2)[N:6]([CH:17]2[CH2:22][CH2:21][CH2:20][CH2:19][O:18]2)[N:5]=1.Cl. Product: [CH3:3][C:4]1[CH:8]=[C:7]([C:9]2[S:10][CH:11]=[C:12]([C:14]([OH:16])=[O:15])[N:13]=2)[N:6]([CH:17]2[CH2:22][CH2:21][CH2:20][CH2:19][O:18]2)[N:5]=1. The catalyst class is: 5. (6) The catalyst class is: 709. Reactant: [Cl:1][C:2]1[CH:3]=[C:4]([S:8]([NH:11][C:12]2[CH:20]=[CH:19][C:15]([C:16]([OH:18])=[O:17])=[C:14]([OH:21])[CH:13]=2)(=[O:10])=[O:9])[S:5][C:6]=1[Cl:7]. Product: [Cl:1][C:2]1[CH:3]=[C:4]([S:8]([NH:11][C:12]2[CH:20]=[CH:19][C:15]([C:16]([O:18][CH2:14][CH2:13][CH2:12][CH2:20][CH3:19])=[O:17])=[C:14]([OH:21])[CH:13]=2)(=[O:9])=[O:10])[S:5][C:6]=1[Cl:7]. (7) Reactant: [N-:1]=[N+:2]=[N-:3].[Na+].ClCCl.[S:8](O[S:8]([C:11]([F:14])([F:13])[F:12])(=[O:10])=[O:9])([C:11]([F:14])([F:13])[F:12])(=[O:10])=[O:9]. Product: [S:8]([N:1]=[N+:2]=[N-:3])([C:11]([F:14])([F:13])[F:12])(=[O:10])=[O:9]. The catalyst class is: 6. (8) Reactant: [CH3:1][C:2]1([CH3:18])[CH2:7][CH:6](O)[CH:5]=[C:4]([C:9]2[CH:14]=[CH:13][N:12]=[CH:11][C:10]=2[N+:15]([O-:17])=[O:16])[CH2:3]1.C1(P(C2C=CC=CC=2)C2C=CC=CC=2)C=CC=CC=1.[C:38]1(=[O:48])[NH:42][C:41](=[O:43])[C:40]2=[CH:44][CH:45]=[CH:46][CH:47]=[C:39]12. Product: [CH3:1][C:2]1([CH3:18])[CH2:7][CH:6]([N:42]2[C:38](=[O:48])[C:39]3[C:40](=[CH:44][CH:45]=[CH:46][CH:47]=3)[C:41]2=[O:43])[CH:5]=[C:4]([C:9]2[CH:14]=[CH:13][N:12]=[CH:11][C:10]=2[N+:15]([O-:17])=[O:16])[CH2:3]1. The catalyst class is: 1.